From a dataset of Reaction yield outcomes from USPTO patents with 853,638 reactions. Predict the reaction yield, written as a fraction of the theoretical maximum amount of product (1.0 means a 100% yield; for example, 0.34 means a 34% yield). (1) The yield is 1.00. The reactants are C(O[C:5]1[CH:10]=[CH:9][C:8]([Br:11])=[CH:7][C:6]=1C)(=O)C.[C:13]([O:17][C:18](=[O:25])[C:19]1[CH:24]=[CH:23][CH:22]=[CH:21][CH:20]=1)([CH3:16])([CH3:15])[CH3:14].[CH3:26][Si](C)(C)[N-][Si](C)(C)C.[Li+].[C:36]([O:39][CH2:40]C)(=[O:38])[CH3:37]. The product is [C:13]([O:17][C:18](=[O:25])[C:19]1[CH:24]=[CH:23][C:22]([CH2:26][CH:37]([C:5]2[CH:6]=[CH:7][C:8]([Br:11])=[CH:9][CH:10]=2)[C:36]([O:39][CH3:40])=[O:38])=[CH:21][CH:20]=1)([CH3:16])([CH3:14])[CH3:15]. The catalyst is C1COCC1.O. (2) The catalyst is C1COCC1. The yield is 0.970. The product is [Br:1][CH2:2][CH2:3][N:4]1[C:8]([CH2:9][OH:10])=[CH:7][C:6]([N+:13]([O-:15])=[O:14])=[N:5]1. The reactants are [Br:1][CH2:2][CH2:3][N:4]1[C:8]([C:9](OC)=[O:10])=[CH:7][C:6]([N+:13]([O-:15])=[O:14])=[N:5]1.[BH4-].[Li+].